Dataset: Peptide-MHC class II binding affinity with 134,281 pairs from IEDB. Task: Regression. Given a peptide amino acid sequence and an MHC pseudo amino acid sequence, predict their binding affinity value. This is MHC class II binding data. (1) The peptide sequence is DRDFIEGVHGGTWVS. The MHC is DRB1_0404 with pseudo-sequence DRB1_0404. The binding affinity (normalized) is 0. (2) The peptide sequence is EVLGFRMVQDERVGR. The MHC is DRB1_0301 with pseudo-sequence DRB1_0301. The binding affinity (normalized) is 0.510. (3) The peptide sequence is SCIYEIKCRFKYLFS. The MHC is DRB1_1302 with pseudo-sequence DRB1_1302. The binding affinity (normalized) is 0.348. (4) The peptide sequence is WSEIQTLKPNLIGPF. The MHC is DRB4_0101 with pseudo-sequence DRB4_0103. The binding affinity (normalized) is 0.595.